Dataset: Retrosynthesis with 50K atom-mapped reactions and 10 reaction types from USPTO. Task: Predict the reactants needed to synthesize the given product. (1) Given the product COC(=O)c1cc([N+](=O)[O-])ccc1OC(c1ccccc1)c1ccc(F)cc1, predict the reactants needed to synthesize it. The reactants are: COC(=O)c1cc([N+](=O)[O-])ccc1O.OC(c1ccccc1)c1ccc(F)cc1. (2) Given the product C[S@@](=O)(=NC(=O)c1cncc(C#Cc2cccc(C(=O)O)c2)c1)c1ccccc1, predict the reactants needed to synthesize it. The reactants are: C[Si](C)(C)C#Cc1cncc(C(=O)N=[S@@](C)(=O)c2ccccc2)c1.O=C(O)c1cccc(I)c1. (3) Given the product CCOC(=O)c1cccn(Cc2ccccc2-c2cccc(C(C)C)c2)c1=O, predict the reactants needed to synthesize it. The reactants are: CC(C)c1cccc(-c2ccccc2CCl)c1.CCOC(=O)c1ccc[nH]c1=O. (4) The reactants are: CN1CCC(C2CCNCC2)CC1.O=C(O)C(CC(=O)N1CCC(N2Cc3ccccc3NC2=O)CC1)Cc1ccc2c(c1)CCCC2. Given the product CN1CCC(C2CCN(C(=O)C(CC(=O)N3CCC(N4Cc5ccccc5NC4=O)CC3)Cc3ccc4c(c3)CCCC4)CC2)CC1, predict the reactants needed to synthesize it. (5) Given the product COc1ccc(S(=O)(=O)c2cc(CC(=O)O)c(-c3ccc(Cl)c(Cl)c3)s2)cc1, predict the reactants needed to synthesize it. The reactants are: CCOC(=O)Cc1cc(S(=O)(=O)c2ccc(OC)cc2)sc1-c1ccc(Cl)c(Cl)c1.